The task is: Predict the reaction yield, written as a fraction of the theoretical maximum amount of product (1.0 means a 100% yield; for example, 0.34 means a 34% yield).. This data is from Reaction yield outcomes from USPTO patents with 853,638 reactions. (1) The reactants are [Cl:1][C:2]1[C:3]([CH:5]=[C:6]([NH:12][C:13]2[C:22]3[C:17](=[CH:18][C:19]([O:25][CH2:26][CH2:27][O:28][CH3:29])=[C:20]([O:23][CH3:24])[CH:21]=3)[N:16]=[CH:15][N:14]=2)[C:7](=[O:11])[C:8]=1[O:9][CH3:10])=[O:4].[CH:30]1(CO)[CH2:32][CH2:31]1. The catalyst is ClCCl. The product is [Cl:1][C:2]1[C:3]([CH:5]=[C:6]([NH:12][C:13]2[C:22]3[C:17](=[CH:18][C:19]([O:25][CH2:26][CH2:27][O:28][CH3:29])=[C:20]([O:23][CH3:24])[CH:21]=3)[N:16]=[CH:15][N:14]=2)[C:7](=[O:11])[C:8]=1[O:9][CH2:10][CH:30]1[CH2:32][CH2:31]1)=[O:4]. The yield is 0.201. (2) The reactants are Cl.[Cl:2][CH2:3][CH2:4][NH:5][CH2:6][CH2:7][Cl:8].[C:9](O[C:9]([O:11][C:12]([CH3:15])([CH3:14])[CH3:13])=[O:10])([O:11][C:12]([CH3:15])([CH3:14])[CH3:13])=[O:10].C(N(CC)CC)C. The catalyst is ClCCl. The product is [C:12]([O:11][C:9](=[O:10])[N:5]([CH2:6][CH2:7][Cl:8])[CH2:4][CH2:3][Cl:2])([CH3:15])([CH3:14])[CH3:13]. The yield is 0.710. (3) The reactants are [N:1]1([CH2:6][CH2:7][NH:8][C:9]([C:11]2[CH:16]=[CH:15][C:14]([NH:17][C:18]3[N:23]=[CH:22][C:21]([NH2:24])=[CH:20][N:19]=3)=[CH:13][N:12]=2)=[O:10])[CH2:5][CH2:4][CH2:3][CH2:2]1.[Cl:25][C:26]1[CH:34]=[CH:33][CH:32]=[C:31]([Cl:35])[C:27]=1[C:28](Cl)=[O:29]. The catalyst is C1COCC1. The product is [N:1]1([CH2:6][CH2:7][NH:8][C:9]([C:11]2[CH:16]=[CH:15][C:14]([NH:17][C:18]3[N:19]=[CH:20][C:21]([NH:24][C:28](=[O:29])[C:27]4[C:26]([Cl:25])=[CH:34][CH:33]=[CH:32][C:31]=4[Cl:35])=[CH:22][N:23]=3)=[CH:13][N:12]=2)=[O:10])[CH2:5][CH2:4][CH2:3][CH2:2]1. The yield is 0.130. (4) The reactants are [Cl:1][CH:2]=[CH:3][CH2:4][NH:5][C@@H:6]([C:8]1[C:17]2[C:12](=[CH:13][CH:14]=[CH:15][CH:16]=2)[CH:11]=[CH:10][CH:9]=1)[CH3:7].CN1CCCC1=O.[F:25][C:26]([F:36])([F:35])[C:27]1[CH:28]=[C:29]([Mg]Br)[CH:30]=[CH:31][CH:32]=1.Cl. The catalyst is O1CCCC1.C/C(/[O-])=C/C(C)=O.C/C(/[O-])=C/C(C)=O.C/C(/[O-])=C/C(C)=O.[Fe+3].C1(C)C=CC=CC=1.O. The product is [ClH:1].[C:8]1([C@H:6]([NH:5][CH2:4][CH:3]=[CH:2][C:31]2[CH:30]=[CH:29][CH:28]=[C:27]([C:26]([F:36])([F:35])[F:25])[CH:32]=2)[CH3:7])[C:17]2[C:12](=[CH:13][CH:14]=[CH:15][CH:16]=2)[CH:11]=[CH:10][CH:9]=1. The yield is 0.702. (5) The reactants are [C:1]([C:3]1[CH:8]=[CH:7][C:6](/[CH:9]=[CH:10]/[C:11]([O:13][CH2:14][CH3:15])=[O:12])=[CH:5][CH:4]=1)#[N:2].C(O)=O. The catalyst is C(OCC)(=O)C.[Pd]. The product is [C:1]([C:3]1[CH:8]=[CH:7][C:6]([CH2:9][CH2:10][C:11]([O:13][CH2:14][CH3:15])=[O:12])=[CH:5][CH:4]=1)#[N:2]. The yield is 0.970. (6) The catalyst is O1CCOCC1. The product is [O:17]=[C:12]1[NH:11][CH2:16][CH2:15][N:14]([C:2]2[N:7]=[CH:6][C:5]([B:8]([OH:10])[OH:9])=[CH:4][N:3]=2)[CH2:13]1. The reactants are Cl[C:2]1[N:7]=[CH:6][C:5]([B:8]([OH:10])[OH:9])=[CH:4][N:3]=1.[NH:11]1[CH2:16][CH2:15][NH:14][CH2:13][C:12]1=[O:17]. The yield is 0.300. (7) The reactants are Cl[C:2]1[CH:3]=[CH:4][N:5]2[C:10]([C:11]=1[CH3:12])=[C:9]([CH:13]1[CH2:15][CH2:14]1)[CH:8]=[C:7]([C:16]([O:18][CH2:19][CH3:20])=[O:17])[C:6]2=[O:21].[Cl:22][C:23]1[CH:28]=[CH:27][C:26](B(O)O)=[CH:25][CH:24]=1.C([O-])([O-])=O.[Na+].[Na+]. The catalyst is C1COCC1.Cl[Pd](Cl)([P](C1C=CC=CC=1)(C1C=CC=CC=1)C1C=CC=CC=1)[P](C1C=CC=CC=1)(C1C=CC=CC=1)C1C=CC=CC=1. The product is [Cl:22][C:23]1[CH:28]=[CH:27][C:26]([C:2]2[CH:3]=[CH:4][N:5]3[C:10]([C:11]=2[CH3:12])=[C:9]([CH:13]2[CH2:15][CH2:14]2)[CH:8]=[C:7]([C:16]([O:18][CH2:19][CH3:20])=[O:17])[C:6]3=[O:21])=[CH:25][CH:24]=1. The yield is 0.620. (8) The reactants are [CH3:1][Si](C=[N+]=[N-])(C)C.CCOCC.[Cl:13][C:14]1[CH:22]=[C:21]([F:23])[C:20]([N+:24]([O-:26])=[O:25])=[CH:19][C:15]=1[C:16]([OH:18])=[O:17].C(O)(=O)C. The catalyst is C1(C)C=CC=CC=1.CO. The product is [Cl:13][C:14]1[CH:22]=[C:21]([F:23])[C:20]([N+:24]([O-:26])=[O:25])=[CH:19][C:15]=1[C:16]([O:18][CH3:1])=[O:17]. The yield is 1.00. (9) The reactants are O.O.[C:3]([O-:15])(=[O:14])[CH2:4][C:5]([CH2:10][C:11]([O-:13])=[O:12])([C:7]([O-:9])=[O:8])[OH:6].[Na+:16].[Na+].[Na+]. The catalyst is O. The product is [C:3]([O-:15])(=[O:14])[CH2:4][C:5]([CH2:10][C:11]([O-:13])=[O:12])([C:7]([O-:9])=[O:8])[OH:6].[Na+:16].[Na+:16].[Na+:16]. The yield is 0.0100. (10) The yield is 0.960. The reactants are [O:1]1[CH:5]=[CH:4][CH:3]=[C:2]1[C:6]1[O:7][C:8]([CH3:36])=[C:9]([CH2:11][O:12][C:13]2[CH:33]=[CH:32][C:16]([CH2:17][O:18][C:19]3[C:23]([CH:24]=O)=[CH:22][N:21]([C:26]4[CH:31]=[CH:30][CH:29]=[CH:28][CH:27]=4)[N:20]=3)=[CH:15][C:14]=2[O:34][CH3:35])[N:10]=1.C(OP([CH2:45][C:46]([O:48][CH2:49][CH3:50])=[O:47])(OCC)=O)C.[H-].[Na+]. The catalyst is CN(C)C=O. The product is [O:1]1[CH:5]=[CH:4][CH:3]=[C:2]1[C:6]1[O:7][C:8]([CH3:36])=[C:9]([CH2:11][O:12][C:13]2[CH:33]=[CH:32][C:16]([CH2:17][O:18][C:19]3[C:23](/[CH:24]=[CH:45]/[C:46]([O:48][CH2:49][CH3:50])=[O:47])=[CH:22][N:21]([C:26]4[CH:27]=[CH:28][CH:29]=[CH:30][CH:31]=4)[N:20]=3)=[CH:15][C:14]=2[O:34][CH3:35])[N:10]=1.